This data is from Full USPTO retrosynthesis dataset with 1.9M reactions from patents (1976-2016). The task is: Predict the reactants needed to synthesize the given product. Given the product [CH:29]1([C:16]2[C:17]([N:19]([CH2:24][CH2:25][CH:26]([CH3:28])[CH3:27])[S:20]([CH3:23])(=[O:22])=[O:21])=[CH:18][C:13]3[O:12][C:11]([C:32]4[CH:33]=[CH:34][C:35]([F:38])=[CH:36][CH:37]=4)=[C:10]([C:5]4[NH:4][CH2:3][CH2:2][O:7][N:6]=4)[C:14]=3[CH:15]=2)[CH2:30][CH2:31]1, predict the reactants needed to synthesize it. The reactants are: Cl[CH2:2][CH2:3][N:4]1C(=O)[O:7][N:6]=[C:5]1[C:10]1[C:14]2[CH:15]=[C:16]([CH:29]3[CH2:31][CH2:30]3)[C:17]([N:19]([CH2:24][CH2:25][CH:26]([CH3:28])[CH3:27])[S:20]([CH3:23])(=[O:22])=[O:21])=[CH:18][C:13]=2[O:12][C:11]=1[C:32]1[CH:37]=[CH:36][C:35]([F:38])=[CH:34][CH:33]=1.[OH-].[Na+].